Task: Predict the reactants needed to synthesize the given product.. Dataset: Full USPTO retrosynthesis dataset with 1.9M reactions from patents (1976-2016) Given the product [CH:11]1([CH2:14][O:15][C:2]2[N:3]=[CH:4][C:5]([C:8]([OH:10])=[O:9])=[N:6][CH:7]=2)[CH2:13][CH2:12]1, predict the reactants needed to synthesize it. The reactants are: Cl[C:2]1[N:3]=[CH:4][C:5]([C:8]([OH:10])=[O:9])=[N:6][CH:7]=1.[CH:11]1([CH2:14][OH:15])[CH2:13][CH2:12]1.CC(C)([O-])C.[K+].